Dataset: Reaction yield outcomes from USPTO patents with 853,638 reactions. Task: Predict the reaction yield, written as a fraction of the theoretical maximum amount of product (1.0 means a 100% yield; for example, 0.34 means a 34% yield). The reactants are [OH:1][CH:2]([C:16]1[CH:21]=[CH:20][C:19]([O:22][CH3:23])=[CH:18][CH:17]=1)[C:3]#[C:4][C:5]1([OH:15])[CH2:14][CH2:13][C:8]2([O:12][CH2:11][CH2:10][O:9]2)[CH2:7][CH2:6]1. The yield is 0.770. The catalyst is ClCCl.[O-2].[O-2].[Mn+4]. The product is [OH:15][C:5]1([C:4]#[C:3][C:2]([C:16]2[CH:21]=[CH:20][C:19]([O:22][CH3:23])=[CH:18][CH:17]=2)=[O:1])[CH2:14][CH2:13][C:8]2([O:12][CH2:11][CH2:10][O:9]2)[CH2:7][CH2:6]1.